Task: Predict the product of the given reaction.. Dataset: Forward reaction prediction with 1.9M reactions from USPTO patents (1976-2016) (1) The product is: [Cl:1][C:2]1[CH:3]=[C:4]([NH:8][C:9]2[N:14]=[C:13]([C:15]3[CH:20]=[CH:19][N:18]=[C:17]([N:21]4[C:33](=[O:34])[CH2:32][CH2:31][C:23]([C:24]5[CH:29]=[CH:28][CH:27]=[CH:26][CH:25]=5)=[N:22]4)[CH:16]=3)[CH:12]=[CH:11][N:10]=2)[CH:5]=[CH:6][CH:7]=1. Given the reactants [Cl:1][C:2]1[CH:3]=[C:4]([NH:8][C:9]2[N:14]=[C:13]([C:15]3[CH:20]=[CH:19][N:18]=[C:17]([NH:21][NH2:22])[CH:16]=3)[CH:12]=[CH:11][N:10]=2)[CH:5]=[CH:6][CH:7]=1.[C:23]([CH2:31][CH2:32][C:33](O)=[O:34])(=O)[C:24]1[CH:29]=[CH:28][CH:27]=[CH:26][CH:25]=1, predict the reaction product. (2) The product is: [ClH:33].[NH:23]1[CH2:24][CH2:25][CH:20]([C:17]2[S:18][CH:19]=[C:15]([C:12]3[CH2:11][CH:10]([C:5]4[CH:6]=[CH:7][CH:8]=[CH:9][C:4]=4[C:1](=[O:3])[CH3:2])[O:14][N:13]=3)[N:16]=2)[CH2:21][CH2:22]1. Given the reactants [C:1]([C:4]1[CH:9]=[CH:8][CH:7]=[CH:6][C:5]=1[CH:10]1[O:14][N:13]=[C:12]([C:15]2[N:16]=[C:17]([CH:20]3[CH2:25][CH2:24][N:23](C(OC(C)(C)C)=O)[CH2:22][CH2:21]3)[S:18][CH:19]=2)[CH2:11]1)(=[O:3])[CH3:2].[ClH:33], predict the reaction product. (3) Given the reactants Br[C:2]1[CH:3]=[C:4]2[C:8](=[CH:9][C:10]=1[CH:11]([F:13])[F:12])[N:7]([C:14]([O:16][C:17]([CH3:20])([CH3:19])[CH3:18])=[O:15])[CH2:6][CH2:5]2.[CH3:21][N:22]1[CH:26]=[C:25](B2OC(C)(C)C(C)(C)O2)[CH:24]=[N:23]1.C([O-])([O-])=O.[K+].[K+], predict the reaction product. The product is: [F:12][CH:11]([F:13])[C:10]1[CH:9]=[C:8]2[C:4]([CH2:5][CH2:6][N:7]2[C:14]([O:16][C:17]([CH3:20])([CH3:19])[CH3:18])=[O:15])=[CH:3][C:2]=1[C:25]1[CH:24]=[N:23][N:22]([CH3:21])[CH:26]=1.